From a dataset of Full USPTO retrosynthesis dataset with 1.9M reactions from patents (1976-2016). Predict the reactants needed to synthesize the given product. (1) The reactants are: [C@@H:1]1([NH2:8])[CH2:6][CH2:5][CH2:4][CH2:3][C@H:2]1[NH2:7].[Cl:9][C:10]1[N:15]=[C:14](Cl)[C:13]([Cl:17])=[CH:12][N:11]=1.C(N(CC)CC)C.[F:25][C:26]([F:37])([F:36])[C:27](O[C:27](=[O:28])[C:26]([F:37])([F:36])[F:25])=[O:28]. Given the product [Cl:9][C:10]1[N:15]=[C:14]([NH:7][C@@H:2]2[CH2:3][CH2:4][CH2:5][CH2:6][C@H:1]2[NH:8][C:27](=[O:28])[C:26]([F:37])([F:36])[F:25])[C:13]([Cl:17])=[CH:12][N:11]=1, predict the reactants needed to synthesize it. (2) Given the product [N+:1]([C:4]1[CH:5]=[C:6]([CH:10]=[CH:11][C:12]=1[CH2:13][CH2:14][CH2:15][CH2:16][CH3:17])[C:7]([O:9][CH2:18][CH3:19])=[O:8])([O-:3])=[O:2], predict the reactants needed to synthesize it. The reactants are: [N+:1]([C:4]1[CH:5]=[C:6]([CH:10]=[CH:11][C:12]=1[CH2:13][CH2:14][CH2:15][CH2:16][CH3:17])[C:7]([OH:9])=[O:8])([O-:3])=[O:2].[C:18](Cl)(=O)[C:19](Cl)=O.C(O)C. (3) Given the product [NH2:29][C:26]1[CH:27]=[CH:28][N:23]([C@H:13]2[C:14]([F:22])([CH3:21])[C@@:15]([OH:17])([CH3:16])[CH:11]([CH2:10][OH:9])[O:12]2)[C:24](=[O:38])[N:25]=1, predict the reactants needed to synthesize it. The reactants are: C([O:9][CH2:10][C@@H:11]1[C:15]([O:17]C(=O)C)([CH3:16])[C@:14]([F:22])([CH3:21])[CH:13]([N:23]2[CH:28]=[CH:27][C:26]([NH:29]C(=O)C3C=CC=CC=3)=[N:25][C:24]2=[O:38])[O:12]1)(=O)C1C=CC=CC=1.CO. (4) Given the product [Cl:2][C:3]1[CH:11]=[C:10]([CH:9]=[CH:8][C:4]=1[C:5]([N:34]1[CH2:35][CH2:36][CH2:37][CH:32]([CH3:31])[CH2:33]1)=[O:6])[NH:12][C:13]1[C:22]2[C:17](=[CH:18][CH:19]=[CH:20][C:21]=2[O:23][CH:24]2[CH2:29][CH2:28][N:27]([CH3:30])[CH2:26][CH2:25]2)[N:16]=[CH:15][N:14]=1, predict the reactants needed to synthesize it. The reactants are: Cl.[Cl:2][C:3]1[CH:11]=[C:10]([NH:12][C:13]2[C:22]3[C:17](=[CH:18][CH:19]=[CH:20][C:21]=3[O:23][CH:24]3[CH2:29][CH2:28][N:27]([CH3:30])[CH2:26][CH2:25]3)[N:16]=[CH:15][N:14]=2)[CH:9]=[CH:8][C:4]=1[C:5](O)=[O:6].[CH3:31][CH:32]1[CH2:37][CH2:36][CH2:35][NH:34][CH2:33]1. (5) Given the product [CH3:1][CH:2]1[N:7]([C:36]2[N:41]=[C:40]([C:42]3[CH:47]=[CH:46][CH:45]=[CH:44][CH:43]=3)[CH:39]=[CH:38][N:37]=2)[CH2:6][CH2:5][N:4]([C:8]([O:10][CH:11]2[CH:13]3[CH2:16][CH2:17][N:18]([CH2:19][CH2:20]3)[CH2:22][CH2:14]2)=[O:9])[CH2:3]1, predict the reactants needed to synthesize it. The reactants are: [CH3:1][C@H:2]1[NH:7][CH2:6][CH2:5][N:4]([C:8]([O:10][C:11]([CH3:14])([CH3:13])C)=[O:9])[CH2:3]1.C[CH:16]1N[CH2:20][CH2:19][N:18]([C:22](OC(C)(C)C)=O)[CH2:17]1.CC1CNCCN1[C:36]1[N:41]=[C:40]([C:42]2[CH:47]=[CH:46][CH:45]=[CH:44][CH:43]=2)[CH:39]=[CH:38][N:37]=1. (6) Given the product [ClH:33].[NH:27]1[CH2:28][CH2:29][N:25]=[C:26]1[C:16]1[C:15]2[C:10](=[CH:11][CH:12]=[C:13]([O:17][C:18]([F:21])([F:19])[F:20])[CH:14]=2)[NH:9][C:8]=1[C:5]1[CH:4]=[CH:3][C:2]([CH3:1])=[CH:7][CH:6]=1, predict the reactants needed to synthesize it. The reactants are: [CH3:1][C:2]1[CH:7]=[CH:6][C:5]([C:8]2[NH:9][C:10]3[C:15]([CH:16]=2)=[CH:14][C:13]([O:17][C:18]([F:21])([F:20])[F:19])=[CH:12][CH:11]=3)=[CH:4][CH:3]=1.C([N:25]1[CH2:29][C:28](=O)[N:27]=[CH:26]1)(=O)C.P(Cl)(Cl)([Cl:33])=O. (7) Given the product [Br:1][C:2]1[CH:3]=[CH:4][C:5]([F:19])=[C:6]([CH:8]2[N:29]([C:23]3[CH:24]=[CH:25][C:26]([F:28])=[CH:27][C:22]=3[F:21])[N:30]=[C:10]([C:11]([F:17])([F:16])[C:12]([F:15])([F:14])[F:13])[CH2:9]2)[CH:7]=1, predict the reactants needed to synthesize it. The reactants are: [Br:1][C:2]1[CH:3]=[CH:4][C:5]([F:19])=[C:6]([CH:8]=[CH:9][C:10](=O)[C:11]([F:17])([F:16])[C:12]([F:15])([F:14])[F:13])[CH:7]=1.Cl.[F:21][C:22]1[CH:27]=[C:26]([F:28])[CH:25]=[CH:24][C:23]=1[NH:29][NH2:30].